Predict the reactants needed to synthesize the given product. From a dataset of Full USPTO retrosynthesis dataset with 1.9M reactions from patents (1976-2016). (1) The reactants are: FC(F)(F)S(O[C:7]1[C:8]2[S:22](=[O:24])(=[O:23])[CH2:21][CH2:20][CH2:19][C:9]=2[N:10]=[C:11]([C:13]2[CH:18]=[CH:17][CH:16]=[CH:15][CH:14]=2)[N:12]=1)(=O)=O.[NH2:27][C:28]1[CH:33]=[CH:32][C:31]([CH2:34][CH2:35][OH:36])=[CH:30][CH:29]=1. Given the product [OH:36][CH2:35][CH2:34][C:31]1[CH:32]=[CH:33][C:28]([NH:27][C:7]2[C:8]3[S:22](=[O:24])(=[O:23])[CH2:21][CH2:20][CH2:19][C:9]=3[N:10]=[C:11]([C:13]3[CH:18]=[CH:17][CH:16]=[CH:15][CH:14]=3)[N:12]=2)=[CH:29][CH:30]=1, predict the reactants needed to synthesize it. (2) Given the product [CH3:82][C:76]1[CH:75]=[CH:74][C:73]2[C:78](=[CH:79][CH:80]=[CH:81][C:72]=2[N:4]2[CH2:5][CH2:6][N:1]([C:7]([O:9][C:10]([CH3:13])([CH3:12])[CH3:11])=[O:8])[CH2:2][CH2:3]2)[N:77]=1, predict the reactants needed to synthesize it. The reactants are: [N:1]1([C:7]([O:9][C:10]([CH3:13])([CH3:12])[CH3:11])=[O:8])[CH2:6][CH2:5][NH:4][CH2:3][CH2:2]1.C(=O)([O-])[O-].[Cs+].[Cs+].C1(P(C2C=CC=CC=2)C2C=CC3C(=CC=CC=3)C=2C2C3C(=CC=CC=3)C=CC=2P(C2C=CC=CC=2)C2C=CC=CC=2)C=CC=CC=1.FC(F)(F)S(O[C:72]1[CH:81]=[CH:80][CH:79]=[C:78]2[C:73]=1[CH:74]=[CH:75][C:76]([CH3:82])=[N:77]2)(=O)=O.